This data is from Catalyst prediction with 721,799 reactions and 888 catalyst types from USPTO. The task is: Predict which catalyst facilitates the given reaction. (1) Reactant: CCO[C:4]([C@@H:6]1[CH2:10][C@@H:9](O)[CH2:8][N:7]1[C:12]([O:14][C:15]([CH3:18])([CH3:17])[CH3:16])=[O:13])=[O:5].N1C=CN=C1.[CH3:24][C:25]([Si:28](Cl)([C:35]1[CH:40]=[CH:39][CH:38]=[CH:37][CH:36]=1)[C:29]1[CH:34]=[CH:33][CH:32]=[CH:31][CH:30]=1)([CH3:27])[CH3:26].CN(C=[O:46])C. Product: [C:15]([O:14][C:12]([N:7]1[CH2:8][C@H:9]([Si:28]([C:25]([CH3:27])([CH3:26])[CH3:24])([C:35]2[CH:40]=[CH:39][CH:38]=[CH:37][CH:36]=2)[C:29]2[CH:34]=[CH:33][CH:32]=[CH:31][CH:30]=2)[CH2:10][C@:6]1([OH:46])[CH2:4][OH:5])=[O:13])([CH3:16])([CH3:17])[CH3:18]. The catalyst class is: 13. (2) Reactant: [NH2:1][C:2]([NH2:4])=[S:3].[NH2:5][C:6]1[N:7]=[C:8]([C:20]2[CH:25]=[CH:24][C:23]([Cl:26])=[CH:22][C:21]=2[Cl:27])[C:9]2[CH:14]=[C:13]([C:15](=O)[CH:16](Br)[CH3:17])[S:12][C:10]=2[N:11]=1. Product: [NH2:1][C:2]1[S:3][C:16]([CH3:17])=[C:15]([C:13]2[S:12][C:10]3[N:11]=[C:6]([NH2:5])[N:7]=[C:8]([C:20]4[CH:25]=[CH:24][C:23]([Cl:26])=[CH:22][C:21]=4[Cl:27])[C:9]=3[CH:14]=2)[N:4]=1. The catalyst class is: 8. (3) Reactant: CC1(C)C(C)(C)OB([C:9]2[CH:10]=[C:11]3[C:15](=[CH:16][CH:17]=2)[CH2:14][C@@H:13]([NH:18][S:19]([CH:22]([CH3:24])[CH3:23])(=[O:21])=[O:20])[CH2:12]3)O1.CC(C)=[O:28]. Product: [OH:28][C:9]1[CH:10]=[C:11]2[C:15](=[CH:16][CH:17]=1)[CH2:14][C@@H:13]([NH:18][S:19]([CH:22]([CH3:24])[CH3:23])(=[O:21])=[O:20])[CH2:12]2. The catalyst class is: 6. (4) Reactant: [CH3:1][O:2][C:3]1[CH:4]=[C:5](B(O)O)[CH:6]=[CH:7][CH:8]=1.[C:12](=[O:15])([O-])[O-:13].[Na+].[Na+].O1C[CH2:21][CH2:20][CH2:19]1. Product: [CH3:1][O:2][C:3]1[CH:4]=[C:5]([C:20]2[CH2:21][O:13][C:12](=[O:15])[CH:19]=2)[CH:6]=[CH:7][CH:8]=1. The catalyst class is: 809. (5) Reactant: [CH3:1][C:2]1([CH3:15])[O:6][C@H:5]([C@H:7]2[O:12]C(=O)[C@@H](O)[C@H]2O)[CH2:4][O:3]1.I([O-])(=O)(=O)=O.[Na+].[OH-].[Na+]. Product: [CH3:1][C:2]1([CH3:15])[O:6][C@H:5]([CH2:7][OH:12])[CH2:4][O:3]1. The catalyst class is: 6.